Dataset: Forward reaction prediction with 1.9M reactions from USPTO patents (1976-2016). Task: Predict the product of the given reaction. Given the reactants [Cl:1][C:2]1[CH:3]=[C:4]([CH:9]=[CH:10][C:11]=1[C:12]1[N:16]=[C:15]([C:17]2[N:18]=[C:19]3[C:24]([Cl:25])=[CH:23][C:22]([C:26]([F:29])([F:28])[F:27])=[CH:21][N:20]3[CH:30]=2)[O:14][N:13]=1)[C:5](=[N:7][OH:8])[NH2:6].C1N=CN([C:36](N2C=NC=C2)=[O:37])C=1, predict the reaction product. The product is: [Cl:1][C:2]1[CH:3]=[C:4]([C:5]2[NH:7][O:8][C:36](=[O:37])[N:6]=2)[CH:9]=[CH:10][C:11]=1[C:12]1[N:16]=[C:15]([C:17]2[N:18]=[C:19]3[C:24]([Cl:25])=[CH:23][C:22]([C:26]([F:27])([F:28])[F:29])=[CH:21][N:20]3[CH:30]=2)[O:14][N:13]=1.